Dataset: Reaction yield outcomes from USPTO patents with 853,638 reactions. Task: Predict the reaction yield, written as a fraction of the theoretical maximum amount of product (1.0 means a 100% yield; for example, 0.34 means a 34% yield). (1) The reactants are [C:1]([C:3]1[CH:8]=[CH:7][C:6](B(O)O)=[CH:5][CH:4]=1)#[N:2].[O:12]1[CH2:17][CH:16]=[C:15](OS(C(F)(F)F)(=O)=O)[CH2:14][CH2:13]1.C(=O)([O-])[O-].[Na+].[Na+].O. The catalyst is C1C=CC([P]([Pd]([P](C2C=CC=CC=2)(C2C=CC=CC=2)C2C=CC=CC=2)([P](C2C=CC=CC=2)(C2C=CC=CC=2)C2C=CC=CC=2)[P](C2C=CC=CC=2)(C2C=CC=CC=2)C2C=CC=CC=2)(C2C=CC=CC=2)C2C=CC=CC=2)=CC=1.CO.C1(C)C=CC=CC=1. The product is [O:12]1[CH2:13][CH:14]=[C:15]([C:6]2[CH:7]=[CH:8][C:3]([C:1]#[N:2])=[CH:4][CH:5]=2)[CH2:16][CH2:17]1. The yield is 0.640. (2) The reactants are [H-].[Na+].[C:3]([O:7][C:8]([N:10]1[CH2:15][CH2:14][CH:13]([OH:16])[CH2:12][CH2:11]1)=[O:9])([CH3:6])([CH3:5])[CH3:4].Br[C:18]1[CH:23]=[CH:22][C:21]([Br:24])=[CH:20][N:19]=1.C(O)(=O)CC(CC(O)=O)(C(O)=O)O. The catalyst is CN1CCCC1=O. The product is [C:3]([O:7][C:8]([N:10]1[CH2:15][CH2:14][CH:13]([O:16][C:18]2[CH:23]=[CH:22][C:21]([Br:24])=[CH:20][N:19]=2)[CH2:12][CH2:11]1)=[O:9])([CH3:6])([CH3:4])[CH3:5]. The yield is 0.580. (3) The reactants are [CH2:1]([N:3]1[CH2:8][C:7]([CH3:10])([CH3:9])[O:6][C:5](=[O:11])[CH2:4]1)[CH3:2].C[Si]([N-][Si](C)(C)C)(C)C.[Li+].Br[C:23]([CH3:32])([CH3:31])[C:24]([O:26][C:27]([CH3:30])([CH3:29])[CH3:28])=[O:25]. The catalyst is O1CCCC1. The product is [CH2:1]([N:3]1[CH2:8][C:7]([CH3:10])([CH3:9])[O:6][C:5](=[O:11])[CH:4]1[C:23]([CH3:32])([CH3:31])[C:24]([O:26][C:27]([CH3:30])([CH3:29])[CH3:28])=[O:25])[CH3:2]. The yield is 0.0900.